Dataset: Forward reaction prediction with 1.9M reactions from USPTO patents (1976-2016). Task: Predict the product of the given reaction. Given the reactants [NH:1]([C:23]([O:25][CH2:26][CH:27]1[C:39]2[C:34](=[CH:35][CH:36]=[CH:37][CH:38]=2)[C:33]2[C:28]1=[CH:29][CH:30]=[CH:31][CH:32]=2)=[O:24])[C@H:2]([C:7]([NH:9][C@H:10]([C:12]([NH:14][C@H:15]([C:20]([OH:22])=[O:21])[CH2:16][CH:17]([CH3:19])[CH3:18])=[O:13])[CH3:11])=[O:8])[CH2:3][CH2:4][S:5][CH3:6].CN(C=O)C.[CH2:45](Br)[C:46]1[CH:51]=[CH:50][CH:49]=[CH:48][CH:47]=1.C(=O)([O-])[O-].[Cs+].[Cs+], predict the reaction product. The product is: [NH:1]([C:23]([O:25][CH2:26][CH:27]1[C:28]2[C:33](=[CH:32][CH:31]=[CH:30][CH:29]=2)[C:34]2[C:39]1=[CH:38][CH:37]=[CH:36][CH:35]=2)=[O:24])[C@H:2]([C:7]([NH:9][C@H:10]([C:12]([NH:14][C@H:15]([C:20]([O:22][CH2:45][C:46]1[CH:51]=[CH:50][CH:49]=[CH:48][CH:47]=1)=[O:21])[CH2:16][CH:17]([CH3:19])[CH3:18])=[O:13])[CH3:11])=[O:8])[CH2:3][CH2:4][S:5][CH3:6].